This data is from Reaction yield outcomes from USPTO patents with 853,638 reactions. The task is: Predict the reaction yield, written as a fraction of the theoretical maximum amount of product (1.0 means a 100% yield; for example, 0.34 means a 34% yield). (1) The reactants are Br[CH2:2][C:3]1[C:12](=[O:13])[C:11]2[C:6](=[CH:7][C:8]([Cl:14])=[CH:9][CH:10]=2)[N:5]([C:15]2[CH:20]=[CH:19][CH:18]=[CH:17][CH:16]=2)[C:4]=1[C:21]([O:23][CH3:24])=[O:22].[N-:25]=[N+:26]=[N-:27].[Na+]. The catalyst is CN(C=O)C. The product is [CH3:24][O:23][C:21]([C:4]1[N:5]([C:15]2[CH:16]=[CH:17][CH:18]=[CH:19][CH:20]=2)[C:6]2[C:11]([C:12](=[O:13])[C:3]=1[CH2:2][N:25]=[N+:26]=[N-:27])=[CH:10][CH:9]=[C:8]([Cl:14])[CH:7]=2)=[O:22]. The yield is 0.940. (2) The reactants are Cl.[F:2][C:3]1[C:4]([C:16]([F:19])([F:18])[F:17])=[C:5]([CH:10]2[CH2:15][CH2:14][NH:13][CH2:12][CH2:11]2)[CH:6]=[C:7]([F:9])[CH:8]=1.[C:20]([O:24][C:25]([N:27]1[CH2:32][CH2:31][C:30]2[C:33]([C:36](O)=[O:37])=[N:34][NH:35][C:29]=2[CH2:28]1)=[O:26])([CH3:23])([CH3:22])[CH3:21].C(N(C(C)C)CC)(C)C.CN(C(ON1N=NC2C=CC=CC1=2)=[N+](C)C)C.F[P-](F)(F)(F)(F)F. The catalyst is CN(C=O)C.O. The product is [F:2][C:3]1[C:4]([C:16]([F:19])([F:18])[F:17])=[C:5]([CH:10]2[CH2:11][CH2:12][N:13]([C:36]([C:33]3[C:30]4[CH2:31][CH2:32][N:27]([C:25]([O:24][C:20]([CH3:23])([CH3:22])[CH3:21])=[O:26])[CH2:28][C:29]=4[NH:35][N:34]=3)=[O:37])[CH2:14][CH2:15]2)[CH:6]=[C:7]([F:9])[CH:8]=1. The yield is 0.230.